From a dataset of Reaction yield outcomes from USPTO patents with 853,638 reactions. Predict the reaction yield, written as a fraction of the theoretical maximum amount of product (1.0 means a 100% yield; for example, 0.34 means a 34% yield). (1) The reactants are Br[C:2]1[CH:10]=[CH:9][C:8]2[C:4](=[CH:5][N:6]([CH3:11])[N:7]=2)[C:3]=1[C:12]([O:14][CH3:15])=[O:13].C1(P(C2C=CC=CC=2)C2C=CC=CC=2)C=CC=CC=1.C(=O)([O-])[O-].[K+].[K+].[C:41]([O:45][CH3:46])(=[O:44])[CH:42]=[CH2:43]. The catalyst is CN(C)C=O.O.C([O-])(=O)C.[Pd+2].C([O-])(=O)C. The product is [CH3:46][O:45][C:41](=[O:44])/[CH:42]=[CH:43]/[C:2]1[CH:10]=[CH:9][C:8]2[C:4](=[CH:5][N:6]([CH3:11])[N:7]=2)[C:3]=1[C:12]([O:14][CH3:15])=[O:13]. The yield is 0.780. (2) The reactants are [CH3:1][O:2][C:3]1[CH:4]=[CH:5][C:6]([N+:15]([O-:17])=[O:16])=[C:7]([CH:9]([OH:14])[C:10]([CH3:13])([CH3:12])[CH3:11])[CH:8]=1.[C@:18]12([CH3:30])[C:24]([CH3:26])([CH3:25])[CH:21]([CH2:22][CH2:23]1)[CH2:20][CH:19]2[C:27](Cl)=[O:28]. The catalyst is CN(C1C=CN=CC=1)C.C(Cl)Cl. The product is [C@:18]12([CH3:30])[C:24]([CH3:25])([CH3:26])[CH:21]([CH2:22][CH2:23]1)[CH2:20][CH:19]2[C:27]([O:14][CH:9]([C:7]1[CH:8]=[C:3]([O:2][CH3:1])[CH:4]=[CH:5][C:6]=1[N+:15]([O-:17])=[O:16])[C:10]([CH3:13])([CH3:12])[CH3:11])=[O:28]. The yield is 0.850. (3) The reactants are C[O:2][C:3]([C:5]1[CH:15]=[CH:14][C:8]2[O:9][C:10]([F:13])([F:12])[O:11][C:7]=2[CH:6]=1)=O.[H-].[Al+3].[Li+].[H-].[H-].[H-].O.[OH-].[Na+]. The catalyst is O1CCCC1. The product is [F:13][C:10]1([F:12])[O:9][C:8]2[CH:14]=[CH:15][C:5]([CH2:3][OH:2])=[CH:6][C:7]=2[O:11]1. The yield is 0.760. (4) The catalyst is CCCCCC.C1COCC1. The product is [CH3:17][N:16]([CH2:18][CH:19]1[C:25]([C:7]2[CH:12]=[CH:11][CH:10]=[C:9]([O:13][CH3:14])[CH:8]=2)([OH:26])[CH2:24][CH:23]2[CH2:27][CH:20]1[CH2:21][CH2:22]2)[CH3:15]. The yield is 0.510. The reactants are [Li]C(C)(C)C.Br[C:7]1[CH:12]=[CH:11][CH:10]=[C:9]([O:13][CH3:14])[CH:8]=1.[CH3:15][N:16]([CH2:18][CH:19]1[C:25](=[O:26])[CH2:24][CH:23]2[CH2:27][CH:20]1[CH2:21][CH2:22]2)[CH3:17]. (5) The reactants are C([O:3][C:4](=[O:33])[CH:5]=[C:6]([CH3:32])[CH:7]=[C:8]([F:31])[CH:9]=[C:10]([C:12]1[CH:17]=[C:16]([C:18]([CH3:21])([CH3:20])[CH3:19])[CH:15]=[C:14]([C:22]([CH3:25])([CH3:24])[CH3:23])[C:13]=1[O:26][CH2:27][CH:28]([F:30])[F:29])[CH3:11])C. The catalyst is CO.[OH-].[Na+]. The product is [C:22]([C:14]1[C:13]([O:26][CH2:27][CH:28]([F:30])[F:29])=[C:12]([C:10]([CH3:11])=[CH:9][C:8]([F:31])=[CH:7][C:6]([CH3:32])=[CH:5][C:4]([OH:33])=[O:3])[CH:17]=[C:16]([C:18]([CH3:21])([CH3:20])[CH3:19])[CH:15]=1)([CH3:23])([CH3:24])[CH3:25]. The yield is 0.360.